The task is: Predict the reactants needed to synthesize the given product.. This data is from Full USPTO retrosynthesis dataset with 1.9M reactions from patents (1976-2016). (1) Given the product [F:1][C:2]1[CH:3]=[CH:4][C:5]([CH2:8][C:9]2[CH:18]=[C:17]3[C:12]([C:13]([OH:26])=[C:14]([C:21]([NH:27][CH2:28][CH2:29][NH:30][C:31]([NH:33][CH3:34])=[S:32])=[O:23])[C:15](=[O:20])[N:16]3[CH3:19])=[N:11][CH:10]=2)=[CH:6][CH:7]=1, predict the reactants needed to synthesize it. The reactants are: [F:1][C:2]1[CH:7]=[CH:6][C:5]([CH2:8][C:9]2[CH:18]=[C:17]3[C:12]([C:13]([OH:26])=[C:14]([C:21]([O:23]CC)=O)[C:15](=[O:20])[N:16]3[CH3:19])=[N:11][CH:10]=2)=[CH:4][CH:3]=1.[NH2:27][CH2:28][CH2:29][NH:30][C:31]([NH:33][CH3:34])=[S:32]. (2) Given the product [Br:1][C:2]1[C:3]([N:9]([CH:18]2[CH2:22][CH2:21][CH2:20][CH2:19]2)[CH2:10][C:11]([CH3:17])([CH3:16])[C:12]([NH:14][CH3:15])=[O:13])=[N:4][C:5]([NH:23][C:24]2[CH:33]=[CH:32][C:27]([C:28]([O:30][CH3:31])=[O:29])=[CH:26][C:25]=2[O:34][CH3:35])=[N:6][CH:7]=1, predict the reactants needed to synthesize it. The reactants are: [Br:1][C:2]1[C:3]([N:9]([CH:18]2[CH2:22][CH2:21][CH2:20][CH2:19]2)[CH2:10][C:11]([CH3:17])([CH3:16])[C:12]([NH:14][CH3:15])=[O:13])=[N:4][C:5](Cl)=[N:6][CH:7]=1.[NH2:23][C:24]1[CH:33]=[CH:32][C:27]([C:28]([O:30][CH3:31])=[O:29])=[CH:26][C:25]=1[O:34][CH3:35].O.Cl. (3) The reactants are: Cl[C:2]1[CH:3]=[C:4]([C@H:8]([O:22][CH2:23][CH2:24][NH:25][C:26]([O:28][CH3:29])=[O:27])[C@@H:9]2[CH2:14][CH2:13][CH2:12][N:11]([C:15]([O:17][C:18]([CH3:21])([CH3:20])[CH3:19])=[O:16])[CH2:10]2)[CH:5]=[CH:6][CH:7]=1.[H][H]. Given the product [C:4]1([C@H:8]([O:22][CH2:23][CH2:24][NH:25][C:26]([O:28][CH3:29])=[O:27])[C@@H:9]2[CH2:14][CH2:13][CH2:12][N:11]([C:15]([O:17][C:18]([CH3:20])([CH3:21])[CH3:19])=[O:16])[CH2:10]2)[CH:5]=[CH:6][CH:7]=[CH:2][CH:3]=1, predict the reactants needed to synthesize it. (4) Given the product [Br:19][C:16]1[CH:17]=[N:18][C:2]2[NH:1][CH2:22][N:6]([CH2:7][C:8]3[CH:9]=[CH:10][C:11]([F:14])=[CH:12][CH:13]=3)[C:4](=[O:5])[C:3]=2[CH:15]=1, predict the reactants needed to synthesize it. The reactants are: [NH2:1][C:2]1[N:18]=[CH:17][C:16]([Br:19])=[CH:15][C:3]=1[C:4]([NH:6][CH2:7][C:8]1[CH:13]=[CH:12][C:11]([F:14])=[CH:10][CH:9]=1)=[O:5].[OH-].[Na+].[CH2:22]=O. (5) Given the product [C:15]([C:14]1[CH:18]=[C:19]2[C:11](=[CH:12][CH:13]=1)[C:10](=[O:21])[O:20][CH2:23]2)([OH:17])=[O:16], predict the reactants needed to synthesize it. The reactants are: OS(O)(=O)=O.O=S(=O)=O.[C:10]([OH:21])(=[O:20])[C:11]1[CH:19]=[CH:18][C:14]([C:15]([OH:17])=[O:16])=[CH:13][CH:12]=1.O1COCO[CH2:23]1.C(O)(=O)C. (6) Given the product [C:1]([O:5][C:6](=[O:22])[NH:7][CH2:8][CH2:9][CH2:10][O:11][C:12]1[CH:17]=[CH:16][C:15]([Cl:18])=[CH:14][C:13]=1[NH2:19])([CH3:4])([CH3:2])[CH3:3], predict the reactants needed to synthesize it. The reactants are: [C:1]([O:5][C:6](=[O:22])[NH:7][CH2:8][CH2:9][CH2:10][O:11][C:12]1[CH:17]=[CH:16][C:15]([Cl:18])=[CH:14][C:13]=1[N+:19]([O-])=O)([CH3:4])([CH3:3])[CH3:2]. (7) Given the product [Cl:1][C:2]1[CH:3]=[CH:4][C:5]([CH:8]2[CH2:13][NH:12][C:11](=[O:14])[C:10]3[S:15][C:16]([N:20]4[CH2:25][CH2:24][O:23][CH2:22][CH2:21]4)=[C:17]([CH:18]=[O:28])[C:9]2=3)=[CH:6][CH:7]=1, predict the reactants needed to synthesize it. The reactants are: [Cl:1][C:2]1[CH:7]=[CH:6][C:5]([CH:8]2[CH2:13][NH:12][C:11](=[O:14])[C:10]3[S:15][C:16]([N:20]4[CH2:25][CH2:24][O:23][CH2:22][CH2:21]4)=[C:17]([CH:18]=C)[C:9]2=3)=[CH:4][CH:3]=1.O.I([O-])(=O)(=O)=[O:28].[Na+].N1C(C)=CC=CC=1C. (8) Given the product [Cl:19][C:18]1[C:4]2[N:3]=[C:2]([NH:30][C:29]3[CH:31]=[CH:32][C:26]([Cl:25])=[CH:27][CH:28]=3)[N:6]([CH2:7][CH2:8][CH2:9][C:10]([O:12][CH2:13][CH3:14])=[O:11])[C:5]=2[C:15]([CH:20]([CH2:23][CH3:24])[CH2:21][CH3:22])=[CH:16][CH:17]=1, predict the reactants needed to synthesize it. The reactants are: Cl[C:2]1[N:6]([CH2:7][CH2:8][CH2:9][C:10]([O:12][CH2:13][CH3:14])=[O:11])[C:5]2[C:15]([CH:20]([CH2:23][CH3:24])[CH2:21][CH3:22])=[CH:16][CH:17]=[C:18]([Cl:19])[C:4]=2[N:3]=1.[Cl:25][C:26]1[CH:32]=[CH:31][C:29]([NH2:30])=[CH:28][CH:27]=1. (9) Given the product [N:22]1[C:23]2[C:18](=[CH:17][C:16]([CH2:15][N:12]3[C:10]4[C:9](=[N:8][CH:7]=[C:6]([C:4](=[O:3])[CH3:5])[N:11]=4)[N:14]=[N:13]3)=[CH:25][CH:24]=2)[CH:19]=[CH:20][CH:21]=1, predict the reactants needed to synthesize it. The reactants are: C([O:3][C:4]([C:6]1[N:11]=[C:10]2[N:12]([CH2:15][C:16]3[CH:17]=[C:18]4[C:23](=[CH:24][CH:25]=3)[N:22]=[CH:21][CH:20]=[CH:19]4)[N:13]=[N:14][C:9]2=[N:8][CH:7]=1)=[CH2:5])C.Cl.C([O-])(O)=O.[Na+].